From a dataset of Full USPTO retrosynthesis dataset with 1.9M reactions from patents (1976-2016). Predict the reactants needed to synthesize the given product. (1) Given the product [NH2:15][C:16]1[C:25]([CH2:26][CH2:27][O:28][CH2:29][CH3:30])=[CH:24][C:19]([C:20]([O:22][CH3:23])=[O:21])=[C:18]([Cl:31])[C:17]=1[C:32]#[CH:33], predict the reactants needed to synthesize it. The reactants are: NC1C=CC(C(OC)=O)=C(Cl)C=1C#C.[NH2:15][C:16]1[C:25]([CH2:26][CH2:27][O:28][CH2:29][CH3:30])=[CH:24][C:19]([C:20]([O:22][CH3:23])=[O:21])=[C:18]([Cl:31])[C:17]=1[C:32]#[C:33][Si](C)(C)C. (2) Given the product [N:12]1[C:11]2[CH2:16][CH2:17][NH:8][CH2:9][C:10]=2[CH:15]=[N:14][CH:13]=1, predict the reactants needed to synthesize it. The reactants are: C(OC([N:8]1[CH2:17][CH2:16][C:11]2[N:12]=[CH:13][N:14]=[CH:15][C:10]=2[CH2:9]1)=O)(C)(C)C.FC(F)(F)C(O)=O.